Dataset: Forward reaction prediction with 1.9M reactions from USPTO patents (1976-2016). Task: Predict the product of the given reaction. (1) Given the reactants [Cl:1][C:2]1[CH:3]=[CH:4][C:5]([C:30]#[N:31])=[C:6]([C:8]2[C:13]([O:14][CH3:15])=[CH:12][N:11]([CH:16]([CH2:20][CH:21]3[CH2:26][CH2:25][S:24](=[O:28])(=[O:27])[CH2:23][CH2:22]3)[C:17]([OH:19])=O)[C:10](=[O:29])[CH:9]=2)[CH:7]=1.[NH2:32][C:33]1[CH:43]=[CH:42][C:36]([C:37]([O:39][CH2:40][CH3:41])=[O:38])=[CH:35][CH:34]=1.CC(C)N=C=NC(C)C.C(#N)C.O, predict the reaction product. The product is: [Cl:1][C:2]1[CH:3]=[CH:4][C:5]([C:30]#[N:31])=[C:6]([C:8]2[C:13]([O:14][CH3:15])=[CH:12][N:11]([CH:16]([CH2:20][CH:21]3[CH2:26][CH2:25][S:24](=[O:28])(=[O:27])[CH2:23][CH2:22]3)[C:17]([NH:32][C:33]3[CH:34]=[CH:35][C:36]([C:37]([O:39][CH2:40][CH3:41])=[O:38])=[CH:42][CH:43]=3)=[O:19])[C:10](=[O:29])[CH:9]=2)[CH:7]=1. (2) Given the reactants [H-].[Na+].[C:3]1([CH2:9][CH2:10][OH:11])[CH:8]=[CH:7][CH:6]=[CH:5][CH:4]=1.Br[CH2:13][CH2:14][CH2:15][CH2:16][CH2:17][CH2:18][CH2:19][CH2:20][CH2:21][O:22][CH:23]1[CH2:28][CH2:27][CH2:26][CH2:25][O:24]1, predict the reaction product. The product is: [CH2:10]([O:11][CH2:13][CH2:14][CH2:15][CH2:16][CH2:17][CH2:18][CH2:19][CH2:20][CH2:21][O:22][CH:23]1[CH2:28][CH2:27][CH2:26][CH2:25][O:24]1)[CH2:9][C:3]1[CH:8]=[CH:7][CH:6]=[CH:5][CH:4]=1. (3) Given the reactants [OH-].[Na+:2].[CH2:3]([CH2:15][NH2:16])[CH2:4][C:5]([P:11]([OH:14])([OH:13])=[O:12])([P:7]([OH:10])([OH:9])=[O:8])[OH:6].O, predict the reaction product. The product is: [CH2:3]([CH2:15][NH2:16])[CH2:4][C:5]([P:7]([O-:9])([OH:10])=[O:8])([P:11]([OH:14])([OH:13])=[O:12])[OH:6].[Na+:2]. (4) Given the reactants [CH2:1]1[N:6](C(OC(C)(C)C)=O)[C@H:5]([C:14]([O:16]C)=O)[CH2:4][N:3]2[CH2:18][CH2:19][CH2:20][C@H:2]12.O.[OH-].[Li+].[ClH:24].Cl.[NH2:26][C@H:27]1[C:35]2[C:30](=[CH:31][CH:32]=[CH:33][CH:34]=2)[CH2:29][C@@H:28]1[OH:36].Cl.C(N=C=NCCCN(C)C)C.ON1C2C=CC=CC=2N=N1.C(N(C(C)C)C(C)C)C.Cl.CO, predict the reaction product. The product is: [ClH:24].[ClH:24].[OH:36][C@H:28]1[CH2:29][C:30]2[C:35](=[CH:34][CH:33]=[CH:32][CH:31]=2)[C@@H:27]1[NH:26][C:14]([C@@H:5]1[CH2:4][N:3]2[CH2:18][CH2:19][CH2:20][C@@H:2]2[CH2:1][NH:6]1)=[O:16]. (5) Given the reactants [C:1]([O:5][C:6](=[O:36])[NH:7][C:8]1([C:12]2[CH:17]=[CH:16][C:15]([C:18]3[C:27](=[O:28])[C:26]4[C:21](=[CH:22][CH:23]=[C:24](F)[CH:25]=4)[O:20][C:19]=3[C:30]3[CH:35]=[CH:34][CH:33]=[CH:32][CH:31]=3)=[CH:14][CH:13]=2)[CH2:11][CH2:10][CH2:9]1)([CH3:4])([CH3:3])[CH3:2].IC1C(=O)C2C=CC3[NH:48][C:49](=[O:52])[O:50]C=3C=2OC=1C1C=CC=CC=1, predict the reaction product. The product is: [C:1]([O:5][C:6](=[O:36])[NH:7][C:8]1([C:12]2[CH:17]=[CH:16][C:15]([C:18]3[C:27](=[O:28])[C:26]4[CH:25]=[CH:24][C:23]5[NH:48][C:49](=[O:50])[O:52][C:22]=5[C:21]=4[O:20][C:19]=3[C:30]3[CH:35]=[CH:34][CH:33]=[CH:32][CH:31]=3)=[CH:14][CH:13]=2)[CH2:11][CH2:10][CH2:9]1)([CH3:4])([CH3:3])[CH3:2]. (6) The product is: [CH:1]([N:4]1[CH2:9][CH2:8][N:7]([CH2:10][C:11]2[CH:16]=[CH:15][C:14]([C:27]3[CH:28]=[C:29]([C:33]4[CH:38]=[C:37]([C:39]5[CH:43]=[CH:42][N:41]([CH3:44])[N:40]=5)[N:36]=[C:35]([NH:45][CH3:46])[CH:34]=4)[CH:30]=[N:31][CH:32]=3)=[CH:13][CH:12]=2)[CH2:6][CH2:5]1)([CH3:3])[CH3:2]. Given the reactants [CH:1]([N:4]1[CH2:9][CH2:8][N:7]([CH2:10][C:11]2[CH:16]=[CH:15][C:14](B(O)O)=[CH:13][CH:12]=2)[CH2:6][CH2:5]1)([CH3:3])[CH3:2].C([O-])([O-])=O.[Na+].[Na+].Br[C:27]1[CH:28]=[C:29]([C:33]2[CH:38]=[C:37]([C:39]3[CH:43]=[CH:42][N:41]([CH3:44])[N:40]=3)[N:36]=[C:35]([NH:45][CH3:46])[CH:34]=2)[CH:30]=[N:31][CH:32]=1, predict the reaction product. (7) The product is: [N:24]1([C:20]2[N:19]=[C:18]([C:14]3[CH:13]=[C:12]([NH:11][C:9]([NH:8][C:5]4[CH:6]=[CH:7][CH:2]=[C:3]([C:30]([F:39])([F:38])[F:29])[CH:4]=4)=[O:10])[CH:17]=[CH:16][CH:15]=3)[CH:23]=[CH:22][CH:21]=2)[CH2:28][CH2:27][CH2:26][CH2:25]1. Given the reactants Cl[C:2]1[CH:7]=[CH:6][C:5]([NH:8][C:9]([NH:11][C:12]2[CH:17]=[CH:16][CH:15]=[C:14]([C:18]3[CH:23]=[CH:22][CH:21]=[C:20]([N:24]4[CH2:28][CH2:27][CH2:26][CH2:25]4)[N:19]=3)[CH:13]=2)=[O:10])=[CH:4][CH:3]=1.[F:29][C:30]([F:39])([F:38])C1C=C(C=CC=1)N.CCN(C(C)C)C(C)C, predict the reaction product.